Dataset: Full USPTO retrosynthesis dataset with 1.9M reactions from patents (1976-2016). Task: Predict the reactants needed to synthesize the given product. (1) Given the product [CH:12]1[C:13]2[C:18](=[CH:17][CH:16]=[CH:15][CH:14]=2)[CH:19]=[CH:20][C:11]=1[C:2]([CH2:3][CH2:4][CH2:5][CH2:6][CH2:7][CH2:8][CH2:9][OH:10])=[O:1], predict the reactants needed to synthesize it. The reactants are: [OH:1][CH:2]([C:11]1[CH:20]=[CH:19][C:18]2[C:13](=[CH:14][CH:15]=[CH:16][CH:17]=2)[CH:12]=1)[CH2:3][CH2:4][CH2:5][CH2:6][CH2:7][CH2:8][CH2:9][OH:10]. (2) Given the product [CH2:33]([N:3]([CH2:1][CH3:2])[CH2:4][CH2:5][CH2:6][C:7]1[CH:12]=[C:11]([F:13])[CH:10]=[CH:9][C:8]=1[S:14]([NH:17][C:18]1[C:27]([C:28]([OH:30])=[O:29])=[C:26]2[C:21]([CH:22]3[CH2:31][CH:23]3[CH2:24][O:25]2)=[C:20]([F:32])[CH:19]=1)(=[O:16])=[O:15])[CH3:34], predict the reactants needed to synthesize it. The reactants are: [CH2:1]([N:3]([CH2:33][CH3:34])[CH2:4]/[CH:5]=[CH:6]/[C:7]1[CH:12]=[C:11]([F:13])[CH:10]=[CH:9][C:8]=1[S:14]([NH:17][C:18]1[C:27]([C:28]([OH:30])=[O:29])=[C:26]2[C:21]([CH:22]3[CH2:31][CH:23]3[CH2:24][O:25]2)=[C:20]([F:32])[CH:19]=1)(=[O:16])=[O:15])[CH3:2]. (3) Given the product [Cl:21][CH2:2][C:3]1[CH:8]=[CH:7][C:6]([C:9]2[O:10][CH:11]=[C:12]([C:14]([O:16][CH2:17][CH3:18])=[O:15])[N:13]=2)=[CH:5][CH:4]=1, predict the reactants needed to synthesize it. The reactants are: O[CH2:2][C:3]1[CH:8]=[CH:7][C:6]([C:9]2[O:10][CH:11]=[C:12]([C:14]([O:16][CH2:17][CH3:18])=[O:15])[N:13]=2)=[CH:5][CH:4]=1.S(Cl)([Cl:21])=O.N1C2C=CC=CC=2N=N1. (4) The reactants are: [I:1][C:2]1[C:7]([C:8]([OH:10])=O)=[C:6]([O:11][CH3:12])[N:5]=[CH:4][CH:3]=1.Cl.[CH:14]1([NH:20][NH2:21])[CH2:19][CH2:18][CH2:17][CH2:16][CH2:15]1.CCN=C=NCCCN(C)C.Cl.C1C=CC2N(O)N=NC=2C=1. Given the product [CH:14]1([NH:20][NH:21][C:8](=[O:10])[C:7]2[C:2]([I:1])=[CH:3][CH:4]=[N:5][C:6]=2[O:11][CH3:12])[CH2:19][CH2:18][CH2:17][CH2:16][CH2:15]1, predict the reactants needed to synthesize it.